This data is from Catalyst prediction with 721,799 reactions and 888 catalyst types from USPTO. The task is: Predict which catalyst facilitates the given reaction. (1) Reactant: [C:1]([C:4]1[N:8]([CH2:9][C:10]2[CH:15]=[CH:14][CH:13]=[C:12]([O:16][CH3:17])[CH:11]=2)[N:7]=[C:6]([C:18]([O:20][CH2:21][CH3:22])=[O:19])[CH:5]=1)(=[O:3])[CH3:2].CO[CH:25](OC)[N:26]([CH3:28])[CH3:27]. Product: [CH3:25][N:26]([CH3:28])/[CH:27]=[CH:2]/[C:1]([C:4]1[N:8]([CH2:9][C:10]2[CH:15]=[CH:14][CH:13]=[C:12]([O:16][CH3:17])[CH:11]=2)[N:7]=[C:6]([C:18]([O:20][CH2:21][CH3:22])=[O:19])[CH:5]=1)=[O:3]. The catalyst class is: 11. (2) Reactant: C(O)(C(F)(F)F)=O.[F:8][CH:9]([CH2:24][N:25]1[CH:29]=[C:28]([NH:30][C:31](=[O:38])[CH2:32][N:33]2[CH2:36][CH:35]([F:37])[CH2:34]2)[N:27]=[N:26]1)[CH2:10][CH2:11][N:12]1[CH:16]=[C:15]([C:17]([O:19]C(C)(C)C)=[O:18])[N:14]=[N:13]1.O. Product: [F:8][CH:9]([CH2:24][N:25]1[CH:29]=[C:28]([NH:30][C:31](=[O:38])[CH2:32][N:33]2[CH2:34][CH:35]([F:37])[CH2:36]2)[N:27]=[N:26]1)[CH2:10][CH2:11][N:12]1[CH:16]=[C:15]([C:17]([OH:19])=[O:18])[N:14]=[N:13]1. The catalyst class is: 2. (3) Reactant: [C:1]1([S:7][CH2:8][CH2:9][C:10]([CH2:17][CH2:18][S:19][C:20]2[CH:25]=[CH:24][CH:23]=[CH:22][CH:21]=2)(C(O)=O)[C:11]([OH:13])=[O:12])[CH:6]=[CH:5][CH:4]=[CH:3][CH:2]=1. Product: [C:20]1([S:19][CH2:18][CH2:17][CH:10]([CH2:9][CH2:8][S:7][C:1]2[CH:6]=[CH:5][CH:4]=[CH:3][CH:2]=2)[C:11]([OH:13])=[O:12])[CH:21]=[CH:22][CH:23]=[CH:24][CH:25]=1. The catalyst class is: 13. (4) Reactant: [F:1][C:2]1[CH:3]=[C:4]2[C:9](=[CH:10][CH:11]=1)[N:8]=[CH:7][C:6]([CH3:12])=[CH:5]2.OO.[O-:15]S([O-])=O.[Na+].[Na+].[I-].[Na+]. Product: [F:1][C:2]1[CH:3]=[C:4]2[C:9](=[CH:10][CH:11]=1)[N+:8]([O-:15])=[CH:7][C:6]([CH3:12])=[CH:5]2. The catalyst class is: 15. (5) Reactant: [NH2:1][C:2](=[N:36][C:37](=[O:44])[C:38]1[CH:43]=[CH:42][CH:41]=[CH:40][CH:39]=1)[C:3]1[CH:8]=[CH:7][C:6]([NH:9][C@H:10]([C:23]2[CH:28]=[C:27]([O:29][CH3:30])[CH:26]=[C:25]([O:31][CH2:32][CH2:33][OH:34])[C:24]=2[F:35])[C:11]2[NH:15][C:14](=[O:16])[N:13]([C:17]3[N:22]=[CH:21][CH:20]=[CH:19][N:18]=3)[N:12]=2)=[CH:5][CH:4]=1.C(=O)([O-])O.[K+].[F:50][C@H:51]1[CH2:56][CH2:55][CH2:54][CH2:53][C@@H:52]1[O:57][C:58](=[O:63])[O:59][CH:60](Cl)[CH3:61].[I-].[Na+]. Product: [F:50][C@H:51]1[CH2:56][CH2:55][CH2:54][CH2:53][C@@H:52]1[O:57][C:58](=[O:63])[O:59][CH:60]([O:16][C:14]1[N:13]([C:17]2[N:18]=[CH:19][CH:20]=[CH:21][N:22]=2)[N:12]=[C:11]([C@H:10]([NH:9][C:6]2[CH:7]=[CH:8][C:3]([C:2]([NH2:1])=[N:36][C:37](=[O:44])[C:38]3[CH:39]=[CH:40][CH:41]=[CH:42][CH:43]=3)=[CH:4][CH:5]=2)[C:23]2[CH:28]=[C:27]([O:29][CH3:30])[CH:26]=[C:25]([O:31][CH2:32][CH2:33][OH:34])[C:24]=2[F:35])[N:15]=1)[CH3:61]. The catalyst class is: 3. (6) The catalyst class is: 5. Reactant: [N:1]1[CH:6]=[CH:5][C:4]([CH:7]=[O:8])=[CH:3][CH:2]=1.[OH-].[K+].[N+:11]([CH2:13][C:14]([N:16]1[CH2:20][CH:19]=[CH:18][CH2:17]1)=[O:15])#[C-:12]. Product: [N:1]1[CH:6]=[CH:5][C:4]([C@@H:7]2[O:8][CH:12]=[N:11][C@H:13]2[C:14]([N:16]2[CH2:20][CH:19]=[CH:18][CH2:17]2)=[O:15])=[CH:3][CH:2]=1. (7) The catalyst class is: 266. Reactant: [Cl:1][C:2]1[S:6][C:5]([S:7]([N:10]([S:22]([C:25]2[S:26][C:27]([Cl:30])=[CH:28][CH:29]=2)(=[O:24])=[O:23])[C:11]2[C:19]3[C:14](=[CH:15][CH:16]=[CH:17][C:18]=3[O:20][CH3:21])[NH:13][N:12]=2)(=[O:9])=[O:8])=[CH:4][CH:3]=1.[CH3:31][N:32]([CH3:44])[CH2:33][CH2:34][O:35][C:36]1[CH:41]=[CH:40][C:39]([CH2:42]O)=[CH:38][CH:37]=1.C1(P(C2C=CC=CC=2)C2C=CC=CC=2)C=CC=CC=1.N(C(OC(C)(C)C)=O)=NC(OC(C)(C)C)=O. Product: [Cl:30][C:27]1[S:26][C:25]([S:22]([N:10]([S:7]([C:5]2[S:6][C:2]([Cl:1])=[CH:3][CH:4]=2)(=[O:8])=[O:9])[C:11]2[C:19]3[C:14](=[CH:15][CH:16]=[CH:17][C:18]=3[O:20][CH3:21])[N:13]([CH2:42][C:39]3[CH:38]=[CH:37][C:36]([O:35][CH2:34][CH2:33][N:32]([CH3:31])[CH3:44])=[CH:41][CH:40]=3)[N:12]=2)(=[O:23])=[O:24])=[CH:29][CH:28]=1. (8) Reactant: [CH3:1][O:2][C:3](=[O:25])[CH2:4][NH:5][C:6]([C:8]1[N:9]=[C:10](Cl)[C:11]2[C:16]([C:17]=1[C:18]1[CH:23]=[CH:22][CH:21]=[CH:20][CH:19]=1)=[CH:15][CH:14]=[CH:13][CH:12]=2)=[O:7].C([O-])(=O)C.[Na+].CO. Product: [CH3:1][O:2][C:3](=[O:25])[CH2:4][NH:5][C:6]([C:8]1[N:9]=[CH:10][C:11]2[C:16]([C:17]=1[C:18]1[CH:23]=[CH:22][CH:21]=[CH:20][CH:19]=1)=[CH:15][CH:14]=[CH:13][CH:12]=2)=[O:7]. The catalyst class is: 350.